From a dataset of Full USPTO retrosynthesis dataset with 1.9M reactions from patents (1976-2016). Predict the reactants needed to synthesize the given product. (1) The reactants are: [NH2-:1].[Li+].Cl[SiH:4]1[N:8]([C:9]([CH3:12])([CH3:11])[CH3:10])[CH:7]=[CH:6][N:5]1[C:13]([CH3:16])([CH3:15])[CH3:14].CCCCCC. Given the product [NH2:1][SiH:4]1[N:8]([C:9]([CH3:12])([CH3:11])[CH3:10])[CH:7]=[CH:6][N:5]1[C:13]([CH3:16])([CH3:15])[CH3:14], predict the reactants needed to synthesize it. (2) Given the product [NH3:12].[CH3:2][OH:3].[NH2:24][C:23]1[C:18]2[NH:17][CH:16]=[C:15]([CH2:14][N:12]([CH2:11][CH:5]([CH:6]([OH:7])[CH2:8][S:9][CH3:10])[CH2:4][OH:3])[CH3:13])[C:19]=2[N:20]=[CH:21][N:22]=1, predict the reactants needed to synthesize it. The reactants are: C[C:2]1(C)[O:7][CH:6]([CH2:8][S:9][CH3:10])[CH:5]([CH2:11][N:12]([CH2:14][C:15]2[C:19]3[N:20]=[CH:21][N:22]=[C:23]([NH2:24])[C:18]=3[NH:17][CH:16]=2)[CH3:13])[CH2:4][O:3]1.Cl.